Dataset: Reaction yield outcomes from USPTO patents with 853,638 reactions. Task: Predict the reaction yield, written as a fraction of the theoretical maximum amount of product (1.0 means a 100% yield; for example, 0.34 means a 34% yield). (1) The reactants are [O:1]=[S:2]1(=[O:32])[C:8]2[CH:9]=[CH:10][CH:11]=[CH:12][C:7]=2[CH2:6][N:5]([C:13]2[CH:22]=[C:21](/[CH:23]=[CH:24]/[C:25]([O:27][CH2:28][CH3:29])=[O:26])[C:20]3[C:15](=[CH:16][CH:17]=[C:18]([CH2:30][CH3:31])[CH:19]=3)[N:14]=2)[CH2:4][CH2:3]1.C(N(CC)CC)C. The catalyst is ClCCl. The product is [O:32]=[S:2]1(=[O:1])[C:8]2[CH:9]=[CH:10][CH:11]=[CH:12][C:7]=2[CH2:6][N:5]([C:13]2[CH:22]=[C:21]([CH2:23][CH2:24][C:25]([O:27][CH2:28][CH3:29])=[O:26])[C:20]3[C:15](=[CH:16][CH:17]=[C:18]([CH2:30][CH3:31])[CH:19]=3)[N:14]=2)[CH2:4][CH2:3]1. The yield is 0.500. (2) The reactants are [OH:1][C@@:2]1([CH3:15])[CH2:6][CH2:5][N:4]([C:7]([O:9][C:10]([CH3:13])([CH3:12])[CH3:11])=[O:8])[C@H:3]1[CH3:14].O.I([O-])(=O)(=O)=[O:18].[Na+]. The catalyst is C(OCC)(=O)C.O.[Ru](=O)=O. The product is [OH:1][C@@:2]1([CH3:15])[CH2:6][C:5](=[O:18])[N:4]([C:7]([O:9][C:10]([CH3:13])([CH3:12])[CH3:11])=[O:8])[C@H:3]1[CH3:14]. The yield is 0.340. (3) The reactants are [OH:1][C@H:2]([C@@H:37]1[CH2:41][O:40]C(C)(C)[O:38]1)[CH2:3][NH:4][C:5]1[N:10]=[CH:9][N:8]=[C:7]([NH:11][C:12]2[CH:36]=[CH:35][C:15]([C:16]([NH:18][C:19]3[S:23][N:22]=[C:21]([C:24]4[CH:29]=[CH:28][C:27]([F:30])=[C:26]([C:31]([F:34])([F:33])[F:32])[CH:25]=4)[N:20]=3)=[O:17])=[CH:14][CH:13]=2)[CH:6]=1.Cl. The catalyst is CO. The product is [OH:1][C@H:2]([C@@H:37]([OH:38])[CH2:41][OH:40])[CH2:3][NH:4][C:5]1[N:10]=[CH:9][N:8]=[C:7]([NH:11][C:12]2[CH:36]=[CH:35][C:15]([C:16]([NH:18][C:19]3[S:23][N:22]=[C:21]([C:24]4[CH:29]=[CH:28][C:27]([F:30])=[C:26]([C:31]([F:32])([F:34])[F:33])[CH:25]=4)[N:20]=3)=[O:17])=[CH:14][CH:13]=2)[CH:6]=1. The yield is 0.300.